Dataset: Forward reaction prediction with 1.9M reactions from USPTO patents (1976-2016). Task: Predict the product of the given reaction. (1) Given the reactants [F:1][C:2]([F:41])([F:40])[C:3]1[CH:4]=[C:5]([C:13]([CH3:39])([CH3:38])[C:14]([N:16]([C:18]2[CH:19]=[N:20][C:21]([N:31]3[CH2:36][CH2:35][O:34][CH2:33][CH:32]3O)=[CH:22][C:23]=2[C:24]2[CH:29]=[CH:28][CH:27]=[CH:26][C:25]=2[CH3:30])[CH3:17])=[O:15])[CH:6]=[C:7]([C:9]([F:12])([F:11])[F:10])[CH:8]=1.Cl, predict the reaction product. The product is: [F:41][C:2]([F:1])([F:40])[C:3]1[CH:4]=[C:5]([C:13]([CH3:39])([CH3:38])[C:14]([N:16]([C:18]2[CH:19]=[N:20][C:21]([N:31]3[CH:32]=[CH:33][O:34][CH2:35][CH2:36]3)=[CH:22][C:23]=2[C:24]2[CH:29]=[CH:28][CH:27]=[CH:26][C:25]=2[CH3:30])[CH3:17])=[O:15])[CH:6]=[C:7]([C:9]([F:12])([F:10])[F:11])[CH:8]=1. (2) Given the reactants [C:1]([O:5][C:6](=[O:31])[CH2:7][O:8][C:9]1[C:14]2[CH2:15][CH2:16][CH2:17][CH2:18][CH:19]([NH:20][S:21]([C:24]3[CH:29]=[CH:28][C:27]([I:30])=[CH:26][CH:25]=3)(=[O:23])=[O:22])[C:13]=2[CH:12]=[CH:11][CH:10]=1)([CH3:4])([CH3:3])[CH3:2].CI.[C:34]([O-])([O-])=O.[K+].[K+], predict the reaction product. The product is: [C:1]([O:5][C:6](=[O:31])[CH2:7][O:8][C:9]1[C:14]2[CH2:15][CH2:16][CH2:17][CH2:18][CH:19]([N:20]([S:21]([C:24]3[CH:29]=[CH:28][C:27]([I:30])=[CH:26][CH:25]=3)(=[O:23])=[O:22])[CH3:34])[C:13]=2[CH:12]=[CH:11][CH:10]=1)([CH3:4])([CH3:2])[CH3:3].